This data is from Full USPTO retrosynthesis dataset with 1.9M reactions from patents (1976-2016). The task is: Predict the reactants needed to synthesize the given product. (1) Given the product [ClH:16].[CH3:17][N:18]([CH3:14])[CH2:19][CH2:1][C:2]([C:4]1[C:13]2[C:8](=[CH:9][CH:10]=[CH:11][CH:12]=2)[CH:7]=[CH:6][CH:5]=1)=[O:3], predict the reactants needed to synthesize it. The reactants are: [CH3:1][C:2]([C:4]1[C:13]2[C:8](=[CH:9][CH:10]=[CH:11][CH:12]=2)[CH:7]=[CH:6][CH:5]=1)=[O:3].[CH2:14]=O.[ClH:16].[CH3:17][NH:18][CH3:19].Cl. (2) Given the product [CH3:24][C:19]1[C:18]([N:3]2[CH2:4][CH2:5][C:6]3[C:11](=[CH:10][CH:9]=[C:8]([CH2:12][C:13]([O:15][CH3:16])=[O:14])[CH:7]=3)[C:2]2=[O:1])=[CH:23][CH:22]=[CH:21][N:20]=1, predict the reactants needed to synthesize it. The reactants are: [O:1]=[C:2]1[C:11]2[C:6](=[CH:7][C:8]([CH2:12][C:13]([O:15][CH3:16])=[O:14])=[CH:9][CH:10]=2)[CH2:5][CH2:4][NH:3]1.Br[C:18]1[C:19]([CH3:24])=[N:20][CH:21]=[CH:22][CH:23]=1.CNCCNC.[O-]P([O-])([O-])=O.[K+].[K+].[K+]. (3) Given the product [OH:1][C:2]1[C:3]([C:12]([N:16]2[CH2:17][CH2:18][CH:19]3[CH:24]([CH2:23][CH2:22][CH2:21][CH2:20]3)[CH2:15]2)=[O:13])=[CH:4][CH:5]=[C:6]2[C:11]=1[N:10]=[CH:9][CH:8]=[CH:7]2, predict the reactants needed to synthesize it. The reactants are: [OH:1][C:2]1[C:3]([C:12](Cl)=[O:13])=[CH:4][CH:5]=[C:6]2[C:11]=1[N:10]=[CH:9][CH:8]=[CH:7]2.[CH2:15]1[CH:24]2[CH:19]([CH2:20][CH2:21][CH2:22][CH2:23]2)[CH2:18][CH2:17][NH:16]1.CCN(C(C)C)C(C)C. (4) Given the product [C:17]1([CH:23]([C:24]2[CH:25]=[CH:26][CH:27]=[CH:28][CH:29]=2)[O:6][N:5]([C:1]([CH3:4])([CH3:3])[CH3:2])[C:7]([CH3:16])([CH3:15])[C:8]([NH:10][C:11]([CH3:14])([CH3:13])[CH3:12])=[O:9])[CH:22]=[CH:21][CH:20]=[CH:19][CH:18]=1, predict the reactants needed to synthesize it. The reactants are: [C:1]([N:5]([C:7]([CH3:16])([CH3:15])[C:8]([NH:10][C:11]([CH3:14])([CH3:13])[CH3:12])=[O:9])[OH:6])([CH3:4])([CH3:3])[CH3:2].[C:17]1([CH:23](Cl)[C:24]2[CH:29]=[CH:28][CH:27]=[CH:26][CH:25]=2)[CH:22]=[CH:21][CH:20]=[CH:19][CH:18]=1. (5) The reactants are: [ClH:1].Cl.[N:3]1[CH:8]=[CH:7][CH:6]=[N:5][C:4]=1[N:9]1[CH2:14][CH2:13][NH:12][CH2:11][CH2:10]1.[Cl:15][CH:16]([C:18]1[CH:23]=[CH:22][C:21]([CH2:24][NH:25][C:26](=[O:28])[CH3:27])=[CH:20][CH:19]=1)[CH3:17]. Given the product [ClH:15].[ClH:1].[N:3]1[CH:8]=[CH:7][CH:6]=[N:5][C:4]=1[N:9]1[CH2:14][CH2:13][N:12]([CH:16]([C:18]2[CH:23]=[CH:22][C:21]([CH2:24][NH:25][C:26](=[O:28])[CH3:27])=[CH:20][CH:19]=2)[CH3:17])[CH2:11][CH2:10]1, predict the reactants needed to synthesize it. (6) Given the product [CH3:1][N:2]1[C:6]([C:7]2[CH:8]=[C:9]([NH:10][C:31]([C:25]3[C:26]4[NH:27][C:28]5[C:20](=[CH:19][C:18]([F:17])=[CH:30][CH:29]=5)[C:21]=4[CH:22]=[CH:23][CH:24]=3)=[O:32])[CH:11]=[C:12]([O:14][CH3:15])[CH:13]=2)=[CH:5][N:4]=[C:3]1[CH3:16], predict the reactants needed to synthesize it. The reactants are: [CH3:1][N:2]1[C:6]([C:7]2[CH:8]=[C:9]([CH:11]=[C:12]([O:14][CH3:15])[CH:13]=2)[NH2:10])=[CH:5][N:4]=[C:3]1[CH3:16].[F:17][C:18]1[CH:19]=[C:20]2[C:28](=[CH:29][CH:30]=1)[NH:27][C:26]1[C:25]([C:31](O)=[O:32])=[CH:24][CH:23]=[CH:22][C:21]2=1.Cl.C(N=C=NCCCN(C)C)C.